From a dataset of Forward reaction prediction with 1.9M reactions from USPTO patents (1976-2016). Predict the product of the given reaction. (1) Given the reactants [F:1][C:2]([F:36])([F:35])[C:3]1[CH:4]=[C:5]([CH:28]=[C:29]([C:31]([F:34])([F:33])[F:32])[CH:30]=1)[CH2:6][N:7]1[CH2:14][CH2:13][CH2:12][O:11][C:10]2[N:15]=[C:16](Cl)[CH:17]=[C:18]([C:19]3[CH:24]=[CH:23][CH:22]=[CH:21][C:20]=3[CH3:25])[C:9]=2[C:8]1=[O:27].C([O:41][C:42]([NH:44][CH:45]1[CH2:50][CH2:49][NH:48][CH2:47][CH2:46]1)=O)(C)(C)C.O1CCOC[CH2:52]1.Cl, predict the reaction product. The product is: [C:42]([NH:44][CH:45]1[CH2:50][CH2:49][N:48]([C:16]2[CH:17]=[C:18]([C:19]3[CH:24]=[CH:23][CH:22]=[CH:21][C:20]=3[CH3:25])[C:9]3[C:8](=[O:27])[N:7]([CH2:6][C:5]4[CH:4]=[C:3]([C:2]([F:36])([F:35])[F:1])[CH:30]=[C:29]([C:31]([F:34])([F:33])[F:32])[CH:28]=4)[CH2:14][CH2:13][CH2:12][O:11][C:10]=3[N:15]=2)[CH2:47][CH2:46]1)(=[O:41])[CH3:52]. (2) Given the reactants [C:1]([O:5][C:6]([N:8]1[CH2:12][C@H:11]([CH2:13][C:14]2[CH:19]=[CH:18][CH:17]=[C:16]([CH:20]([CH3:22])[CH3:21])[CH:15]=2)[C@H:10]([CH2:23][NH:24][C:25]2[CH:30]=[CH:29][C:28]([Cl:31])=[CH:27][CH:26]=2)[CH2:9]1)=[O:7])([CH3:4])([CH3:3])[CH3:2].[CH2:32](Br)[C:33]1[CH:38]=[CH:37][CH:36]=[CH:35][CH:34]=1.C([O-])([O-])=O.[K+].[K+].[I-].[Na+], predict the reaction product. The product is: [C:1]([O:5][C:6]([N:8]1[CH2:12][C@H:11]([CH2:13][C:14]2[CH:19]=[CH:18][CH:17]=[C:16]([CH:20]([CH3:22])[CH3:21])[CH:15]=2)[C@H:10]([CH2:23][N:24]([CH2:32][C:33]2[CH:38]=[CH:37][CH:36]=[CH:35][CH:34]=2)[C:25]2[CH:26]=[CH:27][C:28]([Cl:31])=[CH:29][CH:30]=2)[CH2:9]1)=[O:7])([CH3:3])([CH3:4])[CH3:2]. (3) Given the reactants CC1(C)[O:7][CH2:6][C:5]([CH2:11][O:12][C:13]2[C:18]([CH3:19])=[CH:17][C:16]([C:20]3[N:24]=[C:23]([C:25]4[S:32][C:31]([CH3:33])=[C:30]5[C:26]=4[CH2:27][C@H:28]4[C:34]([CH3:36])([CH3:35])[C@H:29]45)[O:22][N:21]=3)=[CH:15][C:14]=2[CH3:37])([N+:8]([O-:10])=[O:9])[CH2:4][O:3]1.[OH-].[Na+], predict the reaction product. The product is: [CH3:19][C:18]1[CH:17]=[C:16]([C:20]2[N:24]=[C:23]([C:25]3[S:32][C:31]([CH3:33])=[C:30]4[C:26]=3[CH2:27][C@H:28]3[C:34]([CH3:35])([CH3:36])[C@H:29]34)[O:22][N:21]=2)[CH:15]=[C:14]([CH3:37])[C:13]=1[O:12][CH2:11][C:5]([N+:8]([O-:10])=[O:9])([CH2:6][OH:7])[CH2:4][OH:3]. (4) The product is: [C:1]([C:5]1[CH:14]=[C:13]2[C:8]([C:9]([N:20]3[CH2:19][CH2:18][N:17]([C:23]([O:25][CH2:26][CH3:27])=[O:24])[CH2:22][CH2:21]3)=[N:10][C:11]([Cl:15])=[N:12]2)=[CH:7][CH:6]=1)([CH3:4])([CH3:3])[CH3:2]. Given the reactants [C:1]([C:5]1[CH:14]=[C:13]2[C:8]([C:9](Cl)=[N:10][C:11]([Cl:15])=[N:12]2)=[CH:7][CH:6]=1)([CH3:4])([CH3:3])[CH3:2].[N:17]1([C:23]([O:25][CH2:26][CH3:27])=[O:24])[CH2:22][CH2:21][NH:20][CH2:19][CH2:18]1, predict the reaction product.